This data is from Reaction yield outcomes from USPTO patents with 853,638 reactions. The task is: Predict the reaction yield, written as a fraction of the theoretical maximum amount of product (1.0 means a 100% yield; for example, 0.34 means a 34% yield). (1) The reactants are Br[CH2:2][C:3]1[C:4]([F:18])=[C:5]([C:10]([C:12]2[CH:17]=[CH:16][CH:15]=[CH:14][CH:13]=2)=[O:11])[C:6]([Cl:9])=[CH:7][CH:8]=1.C(=O)(O)[O-:20].[Na+].CS(C)=O. The catalyst is C(OCC)(=O)C. The product is [C:10]([C:5]1[C:4]([F:18])=[C:3]([CH:8]=[CH:7][C:6]=1[Cl:9])[CH:2]=[O:20])(=[O:11])[C:12]1[CH:17]=[CH:16][CH:15]=[CH:14][CH:13]=1. The yield is 0.900. (2) The reactants are [C:1]([Si:5]([CH3:15])([CH3:14])[O:6][C@@H:7]1[CH2:12][CH2:11][C@H:10]([OH:13])[CH2:9][CH2:8]1)([CH3:4])([CH3:3])[CH3:2].[Cl:16][C:17]1[CH:18]=[CH:19][C:20](O)=[C:21]([CH:26]=1)[C:22]([O:24][CH3:25])=[O:23].N(C(OC(C)C)=O)=NC(OC(C)C)=O.C1(P(C2C=CC=CC=2)C2C=CC=CC=2)C=CC=CC=1. The catalyst is O1CCCC1. The product is [CH3:25][O:24][C:22](=[O:23])[C:21]1[CH:26]=[C:17]([Cl:16])[CH:18]=[CH:19][C:20]=1[O:13][C@H:10]1[CH2:9][CH2:8][C@H:7]([O:6][Si:5]([C:1]([CH3:4])([CH3:3])[CH3:2])([CH3:15])[CH3:14])[CH2:12][CH2:11]1. The yield is 0.710. (3) The reactants are [Cl:1][CH2:2][CH2:3][O:4][C:5]1[C:6]([O:18][CH3:19])=[CH:7][C:8]([N+:15]([O-])=O)=[C:9]([CH:14]=1)[C:10]([O:12][CH3:13])=[O:11]. The catalyst is [Pd].CCOC(C)=O.CO. The product is [NH2:15][C:8]1[CH:7]=[C:6]([O:18][CH3:19])[C:5]([O:4][CH2:3][CH2:2][Cl:1])=[CH:14][C:9]=1[C:10]([O:12][CH3:13])=[O:11]. The yield is 0.990. (4) The catalyst is O. The product is [C:4]([C:6]1[CH:7]=[C:8]([CH:19]=[CH:20][CH:21]=1)[O:9][C:10]1[CH:11]=[CH:12][C:13]([N+:16]([O-:18])=[O:17])=[CH:14][CH:15]=1)([OH:5])=[O:3]. The yield is 0.950. The reactants are C([O:3][C:4]([C:6]1[CH:7]=[C:8]([CH:19]=[CH:20][CH:21]=1)[O:9][C:10]1[CH:15]=[CH:14][C:13]([N+:16]([O-:18])=[O:17])=[CH:12][CH:11]=1)=[O:5])C.C1COCC1.O.O[Li].O. (5) The reactants are [C:1]([OH:7])([C:3]([F:6])([F:5])[F:4])=[O:2].[C:8]([C:10]1[CH:11]=[C:12]([S:16]([NH2:19])(=[O:18])=[O:17])[CH:13]=[CH:14][CH:15]=1)#[N:9]. The catalyst is CCO.[Pd]. The product is [OH:7][C:1]([C:3]([F:6])([F:5])[F:4])=[O:2].[NH2:9][CH2:8][C:10]1[CH:11]=[C:12]([S:16]([NH2:19])(=[O:17])=[O:18])[CH:13]=[CH:14][CH:15]=1. The yield is 1.00. (6) The reactants are [C:1]1([NH:11][C:12](=[S:15])[NH:13][NH2:14])[C:10]2[C:5](=[CH:6][CH:7]=[CH:8][CH:9]=2)[CH:4]=[CH:3][CH:2]=1.[OH:16][C:17]1[CH:24]=[C:23]([OH:25])[CH:22]=[C:21]([OH:26])[C:18]=1[CH:19]=O. The catalyst is C(O)(=O)C. The product is [C:1]1([NH:11][C:12](=[S:15])[NH:13][N:14]=[CH:19][C:18]2[C:17]([OH:16])=[CH:24][C:23]([OH:25])=[CH:22][C:21]=2[OH:26])[C:10]2[C:5](=[CH:6][CH:7]=[CH:8][CH:9]=2)[CH:4]=[CH:3][CH:2]=1. The yield is 0.540. (7) The reactants are [F:1][C:2]1[CH:3]=[C:4]2[C:8](=[CH:9][CH:10]=1)[N:7]([CH2:11][C:12]([OH:14])=[O:13])[C:6]([CH3:15])=[C:5]2[C:16]1[C:25]2[C:20](=[CH:21][CH:22]=[CH:23][CH:24]=2)[C:19](=[O:26])[N:18]([CH2:27][C:28]([O:30]C)=O)[N:17]=1.[NH2:32][NH2:33]. The catalyst is CO. The product is [F:1][C:2]1[CH:3]=[C:4]2[C:8](=[CH:9][CH:10]=1)[N:7]([CH2:11][C:12]([OH:14])=[O:13])[C:6]([CH3:15])=[C:5]2[C:16]1[C:25]2[C:20](=[CH:21][CH:22]=[CH:23][CH:24]=2)[C:19](=[O:26])[N:18]([CH2:27][C:28]([NH:32][NH2:33])=[O:30])[N:17]=1. The yield is 0.990.